From a dataset of Forward reaction prediction with 1.9M reactions from USPTO patents (1976-2016). Predict the product of the given reaction. (1) The product is: [NH:1]1[C:5]2[CH:6]=[CH:7][C:8]([C:10]([N:23]3[C@@H:24]4[C@H:19]([C:18]5[CH:17]=[C:16]([F:28])[CH:15]=[C:14]([F:13])[C:27]=5[CH2:26][CH2:25]4)[CH2:20][CH2:21][CH2:22]3)=[O:12])=[CH:9][C:4]=2[N:3]=[CH:2]1. Given the reactants [NH:1]1[C:5]2[CH:6]=[CH:7][C:8]([C:10]([OH:12])=O)=[CH:9][C:4]=2[N:3]=[CH:2]1.[F:13][C:14]1[C:27]2[CH2:26][CH2:25][C@H:24]3[C@@H:19]([CH2:20][CH2:21][CH2:22][NH:23]3)[C:18]=2[CH:17]=[C:16]([F:28])[CH:15]=1, predict the reaction product. (2) Given the reactants [H-].[Na+].[Br:3][C:4]1[CH:9]=[CH:8][C:7]([C:10]2[C:14]3[CH:15]=[CH:16][C:17]([OH:19])=[CH:18][C:13]=3[S:12][N:11]=2)=[CH:6][CH:5]=1.Br[CH2:21][C:22]([O:24][C:25]([CH3:28])([CH3:27])[CH3:26])=[O:23].OS([O-])(=O)=O.[K+], predict the reaction product. The product is: [C:25]([O:24][C:22](=[O:23])[CH2:21][O:19][C:17]1[CH:16]=[CH:15][C:14]2[C:10]([C:7]3[CH:6]=[CH:5][C:4]([Br:3])=[CH:9][CH:8]=3)=[N:11][S:12][C:13]=2[CH:18]=1)([CH3:28])([CH3:27])[CH3:26]. (3) Given the reactants [CH:1]1([N:4]2[CH2:12][C:11]3[C:6](=[CH:7][CH:8]=[C:9]([N+:13]([O-])=O)[CH:10]=3)[C:5]2=[O:16])[CH2:3][CH2:2]1.[Sn](Cl)(Cl)(Cl)Cl, predict the reaction product. The product is: [NH2:13][C:9]1[CH:10]=[C:11]2[C:6](=[CH:7][CH:8]=1)[C:5](=[O:16])[N:4]([CH:1]1[CH2:3][CH2:2]1)[CH2:12]2. (4) Given the reactants C1(CS(N2C3C(=CC(NC(C4OC(N5CCCC(C)C5)=NC=4C(F)(F)F)=O)=CC=3)C=C2)(=O)=O)C=CC=CC=1.[NH:39]1[C:47]2[C:42](=[CH:43][C:44]([NH:48][C:49]([C:51]3[O:55][C:54]([N:56]4[CH2:61][CH2:60][CH2:59][CH:58]([CH3:62])[CH2:57]4)=[N:53][C:52]=3[C:63]([F:66])([F:65])[F:64])=[O:50])=[CH:45][CH:46]=2)[CH:41]=[N:40]1.[CH:67]([S:70](Cl)(=[O:72])=[O:71])([CH3:69])[CH3:68], predict the reaction product. The product is: [CH3:68][CH:67]([S:70]([N:39]1[C:47]2[C:42](=[CH:43][C:44]([NH:48][C:49]([C:51]3[O:55][C:54]([N:56]4[CH2:61][CH2:60][CH2:59][CH:58]([CH3:62])[CH2:57]4)=[N:53][C:52]=3[C:63]([F:66])([F:65])[F:64])=[O:50])=[CH:45][CH:46]=2)[CH:41]=[N:40]1)(=[O:72])=[O:71])[CH3:69]. (5) Given the reactants [N+:1]([C:4]1[CH:5]=[N:6][NH:7][CH:8]=1)([O-:3])=[O:2].Br[CH2:10][CH2:11][C:12]1[CH:17]=[CH:16][CH:15]=[CH:14][CH:13]=1.C([O-])([O-])=O.[Cs+].[Cs+], predict the reaction product. The product is: [N+:1]([C:4]1[CH:5]=[N:6][N:7]([CH2:10][CH2:11][C:12]2[CH:17]=[CH:16][CH:15]=[CH:14][CH:13]=2)[CH:8]=1)([O-:3])=[O:2]. (6) Given the reactants [N+:1]([C:4]1[CH:9]=[CH:8][C:7]([CH2:10][C:11](O)=O)=[CH:6][CH:5]=1)([O-:3])=[O:2].[CH3:14][O:15][C:16]1[CH:17]=[C:18]([CH:21]=[C:22]([O:26][CH3:27])[C:23]=1[O:24][CH3:25])C=O.N1CCCCC1, predict the reaction product. The product is: [CH3:27][O:26][C:22]1[CH:21]=[C:18]([CH:11]=[CH:10][C:7]2[CH:6]=[CH:5][C:4]([N+:1]([O-:3])=[O:2])=[CH:9][CH:8]=2)[CH:17]=[C:16]([O:15][CH3:14])[C:23]=1[O:24][CH3:25]. (7) Given the reactants [CH3:1][O:2][C:3]1[CH:4]=[C:5]([CH:8]=[CH:9][C:10]=1[O:11][CH2:12][C:13]1[N:14]=[C:15]([C:19]2[CH:24]=[CH:23][CH:22]=[C:21]([N+:25]([O-:27])=[O:26])[CH:20]=2)[O:16][C:17]=1[CH3:18])[CH:6]=[O:7].C(O)C.[BH4-].[Na+].O, predict the reaction product. The product is: [CH3:1][O:2][C:3]1[CH:4]=[C:5]([CH2:6][OH:7])[CH:8]=[CH:9][C:10]=1[O:11][CH2:12][C:13]1[N:14]=[C:15]([C:19]2[CH:24]=[CH:23][CH:22]=[C:21]([N+:25]([O-:27])=[O:26])[CH:20]=2)[O:16][C:17]=1[CH3:18]. (8) Given the reactants [F:1][C:2]([F:19])([F:18])[C:3]1[CH:4]=[C:5]([O:9][C:10]2[CH:15]=[CH:14][CH:13]=[C:12]([C:16]#[N:17])[N:11]=2)[CH:6]=[CH:7][CH:8]=1.[H][H], predict the reaction product. The product is: [F:18][C:2]([F:1])([F:19])[C:3]1[CH:4]=[C:5]([O:9][C:10]2[CH:15]=[CH:14][CH:13]=[C:12]([CH2:16][NH2:17])[N:11]=2)[CH:6]=[CH:7][CH:8]=1.